Dataset: Catalyst prediction with 721,799 reactions and 888 catalyst types from USPTO. Task: Predict which catalyst facilitates the given reaction. (1) Reactant: [Br:1][C:2]1[CH:10]=[C:9]2[C:5]([CH:6]=[N:7][N:8]2[S:11]([C:14]2[CH:19]=[CH:18][C:17]([CH3:20])=[CH:16][CH:15]=2)(=[O:13])=[O:12])=[C:4]([C:21]2[O:22][C:23]([CH2:26]Cl)=[N:24][N:25]=2)[CH:3]=1.[NH:28]1[CH2:33][CH2:32][O:31][CH2:30][CH2:29]1. Product: [Br:1][C:2]1[CH:10]=[C:9]2[C:5]([CH:6]=[N:7][N:8]2[S:11]([C:14]2[CH:19]=[CH:18][C:17]([CH3:20])=[CH:16][CH:15]=2)(=[O:13])=[O:12])=[C:4]([C:21]2[O:22][C:23]([CH2:26][N:28]3[CH2:33][CH2:32][O:31][CH2:30][CH2:29]3)=[N:24][N:25]=2)[CH:3]=1. The catalyst class is: 10. (2) Reactant: C([O:3][C:4](=[O:30])[CH2:5][N:6]1[CH2:12][CH:11]([C:13]2[CH:18]=[CH:17][CH:16]=[CH:15][C:14]=2[Br:19])[C:10]2[CH:20]=[C:21]([Cl:24])[CH:22]=[CH:23][C:9]=2[CH:8]([CH2:25][CH:26]([CH3:28])[CH3:27])[C:7]1=[O:29])C.[OH-].[Na+].Cl. Product: [Br:19][C:14]1[CH:15]=[CH:16][CH:17]=[CH:18][C:13]=1[CH:11]1[CH2:12][N:6]([CH2:5][C:4]([OH:30])=[O:3])[C:7](=[O:29])[CH:8]([CH2:25][CH:26]([CH3:28])[CH3:27])[C:9]2[CH:23]=[CH:22][C:21]([Cl:24])=[CH:20][C:10]1=2. The catalyst class is: 87. (3) Reactant: [Br:1][C:2]1[CH:3]=[N:4][C:5]([C:8]2[CH:9]=[C:10]([CH2:14]O)[CH:11]=[CH:12][CH:13]=2)=[N:6][CH:7]=1.S(Cl)([Cl:18])=O. The catalyst class is: 4. Product: [Br:1][C:2]1[CH:3]=[N:4][C:5]([C:8]2[CH:13]=[CH:12][CH:11]=[C:10]([CH2:14][Cl:18])[CH:9]=2)=[N:6][CH:7]=1. (4) Reactant: CS(O[CH2:6][C:7]1[O:8][CH:9]=[C:10]([O:14][CH2:15][CH2:16][CH2:17][CH2:18][CH2:19][O:20][C:21]2[C:30]3[C:25](=[CH:26][CH:27]=[CH:28][CH:29]=3)[N:24]=[CH:23][N:22]=2)[C:11](=[O:13])[CH:12]=1)(=O)=O.[NH:31]1[CH2:36][CH2:35][O:34][CH2:33][CH2:32]1. Product: [N:24]1[C:25]2[C:30](=[CH:29][CH:28]=[CH:27][CH:26]=2)[C:21]([O:20][CH2:19][CH2:18][CH2:17][CH2:16][CH2:15][O:14][C:10]2[C:11](=[O:13])[CH:12]=[C:7]([CH2:6][N:31]3[CH2:36][CH2:35][O:34][CH2:33][CH2:32]3)[O:8][CH:9]=2)=[N:22][CH:23]=1. The catalyst class is: 4. (5) Product: [Cl:1][C:2]1[C:3]([F:8])=[CH:4][N:5]=[CH:6][C:7]=1[CH:19]=[O:20]. Reactant: [Cl:1][C:2]1[CH:7]=[CH:6][N:5]=[CH:4][C:3]=1[F:8].C([N-]C(C)C)(C)C.[Li+].CN(C)[CH:19]=[O:20]. The catalyst class is: 7.